This data is from Reaction yield outcomes from USPTO patents with 853,638 reactions. The task is: Predict the reaction yield, written as a fraction of the theoretical maximum amount of product (1.0 means a 100% yield; for example, 0.34 means a 34% yield). The reactants are [CH:1]([C:3]1[CH:18]=[CH:17][C:6]([O:7][C:8]2[CH:16]=[CH:15][C:11]([C:12]([NH2:14])=[O:13])=[CH:10][N:9]=2)=[C:5]([O:19][CH3:20])[CH:4]=1)=O.[CH3:21][C:22]1[CH:30]=[CH:29][CH:28]=[CH:27][C:23]=1[CH2:24][CH2:25][NH2:26]. The yield is 0.812. The product is [CH3:20][O:19][C:5]1[CH:4]=[C:3]([CH2:1][NH:26][CH2:25][CH2:24][C:23]2[CH:27]=[CH:28][CH:29]=[CH:30][C:22]=2[CH3:21])[CH:18]=[CH:17][C:6]=1[O:7][C:8]1[CH:16]=[CH:15][C:11]([C:12]([NH2:14])=[O:13])=[CH:10][N:9]=1. No catalyst specified.